From a dataset of Full USPTO retrosynthesis dataset with 1.9M reactions from patents (1976-2016). Predict the reactants needed to synthesize the given product. (1) Given the product [C:1]([CH2:2][CH:3]([C:4]1[CH:9]=[CH:8][CH:7]=[CH:6][CH:5]=1)[CH:12]([C:13]([O:15][CH2:16][CH3:17])=[O:14])[C:11]([O:19][CH2:20][CH3:21])=[O:18])#[N:10], predict the reactants needed to synthesize it. The reactants are: [C:1](#[N:10])[CH:2]=[CH:3][C:4]1[CH:9]=[CH:8][CH:7]=[CH:6][CH:5]=1.[C:11]([O:19][CH2:20][CH3:21])(=[O:18])[CH2:12][C:13]([O:15][CH2:16][CH3:17])=[O:14]. (2) Given the product [ClH:41].[NH2:8][CH2:9][CH2:10][O:11][C:12]1[CH:13]=[CH:14][C:15]([CH2:18][CH2:19][CH2:20][CH2:21][NH:22][C:28]([NH:30][C:31]([C:33]2[C:38]([NH2:39])=[N:37][C:36]([NH2:40])=[C:35]([Cl:41])[N:34]=2)=[O:32])=[NH:27])=[CH:16][CH:17]=1, predict the reactants needed to synthesize it. The reactants are: C(OC([NH:8][CH2:9][CH2:10][O:11][C:12]1[CH:17]=[CH:16][C:15]([CH2:18][CH2:19][CH2:20][CH2:21][NH2:22])=[CH:14][CH:13]=1)=O)(C)(C)C.C([NH:27][C:28]([NH:30][C:31]([C:33]1[C:38]([NH2:39])=[N:37][C:36]([NH2:40])=[C:35]([Cl:41])[N:34]=1)=[O:32])=N)CCC. (3) Given the product [ClH:1].[O:18]([C:25]1[CH:26]=[CH:27][C:28]([NH:29][C:2]2[C:11]3[C:6](=[CH:7][CH:8]=[C:9]([C:12]4[O:13][C:14]([CH3:17])=[N:15][N:16]=4)[CH:10]=3)[N:5]=[CH:4][N:3]=2)=[CH:30][CH:31]=1)[C:19]1[CH:24]=[CH:23][CH:22]=[CH:21][CH:20]=1, predict the reactants needed to synthesize it. The reactants are: [Cl:1][C:2]1[C:11]2[C:6](=[CH:7][CH:8]=[C:9]([C:12]3[O:13][C:14]([CH3:17])=[N:15][N:16]=3)[CH:10]=2)[N:5]=[CH:4][N:3]=1.[O:18]([C:25]1[CH:31]=[CH:30][C:28]([NH2:29])=[CH:27][CH:26]=1)[C:19]1[CH:24]=[CH:23][CH:22]=[CH:21][CH:20]=1. (4) Given the product [CH:38]([N:3]1[C:4]2[CH:9]=[C:8]([NH:10][C:11]3[CH:16]=[CH:15][N:14]=[C:13]([C:17]4[CH:18]=[N:19][N:20]([S:22]([CH:25]5[CH2:29][CH2:28][NH:27][CH2:26]5)(=[O:23])=[O:24])[CH:21]=4)[N:12]=3)[N:7]=[CH:6][C:5]=2[N:37]=[C:2]1[CH3:1])([CH3:40])[CH3:39], predict the reactants needed to synthesize it. The reactants are: [CH3:1][C:2]1[N:3]([CH:38]([CH3:40])[CH3:39])[C:4]2[CH:9]=[C:8]([NH:10][C:11]3[CH:16]=[CH:15][N:14]=[C:13]([C:17]4[CH:18]=[N:19][N:20]([S:22]([CH:25]5[CH2:29][CH2:28][N:27](C(OC(C)(C)C)=O)[CH2:26]5)(=[O:24])=[O:23])[CH:21]=4)[N:12]=3)[N:7]=[CH:6][C:5]=2[N:37]=1. (5) Given the product [O:1]=[C:2]1[N:6]([CH2:7][CH2:8][CH2:9][C:10]2[CH:19]=[CH:18][C:17]3[CH2:16][CH2:15][CH2:14][NH:13][C:12]=3[N:11]=2)[CH2:5][CH2:4][N:3]1[C@H:20]([C:29]1[CH:34]=[CH:33][CH:32]=[C:31]([C:35]([F:36])([F:38])[F:37])[CH:30]=1)[CH2:21][C:22]([O:24][C:25]([CH3:28])([CH3:27])[CH3:26])=[O:23], predict the reactants needed to synthesize it. The reactants are: [O:1]=[C:2]1[N:6]([CH2:7][CH2:8][CH2:9][C:10]2[CH:19]=[CH:18][C:17]3[CH2:16][CH2:15][CH2:14][NH:13][C:12]=3[N:11]=2)[CH:5]=[CH:4][N:3]1[C@H:20]([C:29]1[CH:34]=[CH:33][CH:32]=[C:31]([C:35]([F:38])([F:37])[F:36])[CH:30]=1)[CH2:21][C:22]([O:24][C:25]([CH3:28])([CH3:27])[CH3:26])=[O:23]. (6) Given the product [O:1]1[C:5]2[CH:6]=[CH:7][C:8]([C:10]3([C:13]([NH:15][C:16]4[CH:17]=[C:18]5[C:22](=[CH:23][CH:24]=4)[NH:21][CH:20]([C:25]([CH3:28])([CH3:27])[CH3:26])[CH2:19]5)=[O:14])[CH2:12][CH2:11]3)=[CH:9][C:4]=2[O:3][CH2:2]1, predict the reactants needed to synthesize it. The reactants are: [O:1]1[C:5]2[CH:6]=[CH:7][C:8]([C:10]3([C:13]([NH:15][C:16]4[CH:17]=[C:18]5[C:22](=[CH:23][CH:24]=4)[NH:21][C:20]([C:25]([CH3:28])([CH3:27])[CH3:26])=[CH:19]5)=[O:14])[CH2:12][CH2:11]3)=[CH:9][C:4]=2[O:3][CH2:2]1.[BH3-]C#N.[Na+]. (7) Given the product [CH3:18][O:19][CH2:20][CH2:21][O:22][CH2:3][C@@H:2]([C:4]([O:6][CH3:7])=[O:5])[NH:1][C:8]([O:10][CH2:11][C:12]1[CH:13]=[CH:14][CH:15]=[CH:16][CH:17]=1)=[O:9], predict the reactants needed to synthesize it. The reactants are: [N:1]1([C:8]([O:10][CH2:11][C:12]2[CH:17]=[CH:16][CH:15]=[CH:14][CH:13]=2)=[O:9])[CH2:3][C@H:2]1[C:4]([O:6][CH3:7])=[O:5].[CH3:18][O:19][CH2:20][CH2:21][OH:22].